From a dataset of Full USPTO retrosynthesis dataset with 1.9M reactions from patents (1976-2016). Predict the reactants needed to synthesize the given product. (1) Given the product [CH3:17][O:18][C:19](=[O:34])[C@H:20]([CH2:22][CH2:23][CH2:24][CH2:25][NH:26][C:27]([O:29][C:30]([CH3:32])([CH3:31])[CH3:33])=[O:28])[NH:21][C:13](=[O:15])[C@H:11]([CH3:12])[NH:10][C:8](=[O:9])[CH2:7][C:1]1[CH:2]=[CH:3][CH:4]=[CH:5][CH:6]=1, predict the reactants needed to synthesize it. The reactants are: [C:1]1([CH2:7][C:8]([NH:10][C@H:11]([C:13]([OH:15])=O)[CH3:12])=[O:9])[CH:6]=[CH:5][CH:4]=[CH:3][CH:2]=1.Cl.[CH3:17][O:18][C:19](=[O:34])[C@H:20]([CH2:22][CH2:23][CH2:24][CH2:25][NH:26][C:27]([O:29][C:30]([CH3:33])([CH3:32])[CH3:31])=[O:28])[NH2:21].C(Cl)Cl.CO.[NH4+].[OH-]. (2) Given the product [NH2:44][C:39]([CH3:43])([CH3:38])[C:40]([N:28]1[CH2:27][CH2:26][N:25]([CH2:24][C:22]2[S:23][C:9]3[C:8]([N:5]4[CH2:4][CH2:3][O:2][CH2:7][CH2:6]4)=[N:13][C:12]([C:14]4[CH:19]=[N:18][C:17]([NH2:20])=[N:16][CH:15]=4)=[N:11][C:10]=3[CH:21]=2)[CH2:30][CH2:29]1)=[O:41], predict the reactants needed to synthesize it. The reactants are: Cl.[O:2]1[CH2:7][CH2:6][N:5]([C:8]2[C:9]3[S:23][C:22]([CH2:24][N:25]4[CH2:30][CH2:29][NH:28][CH2:27][CH2:26]4)=[CH:21][C:10]=3[N:11]=[C:12]([C:14]3[CH:15]=[N:16][C:17]([NH2:20])=[N:18][CH:19]=3)[N:13]=2)[CH2:4][CH2:3]1.C([CH2:38][C:39]([NH2:44])([CH3:43])[C:40](O)=[O:41])(OC(C)(C)C)=O. (3) Given the product [OH:1][CH:2]1[CH2:7][CH2:6][N:5]([CH2:8][CH:10]2[CH2:15][CH2:14][N:13]([CH:16]([C:22]3[CH:23]=[CH:24][CH:25]=[CH:26][CH:27]=3)[C:17]([O:19][CH2:20][CH3:21])=[O:18])[CH2:12][CH2:11]2)[CH2:4][CH2:3]1, predict the reactants needed to synthesize it. The reactants are: [OH:1][CH:2]1[CH2:7][CH2:6][NH:5][CH2:4][CH2:3]1.[CH:8]([CH:10]1[CH2:15][CH2:14][N:13]([CH:16]([C:22]2[CH:27]=[CH:26][CH:25]=[CH:24][CH:23]=2)[C:17]([O:19][CH2:20][CH3:21])=[O:18])[CH2:12][CH2:11]1)=O.C(O[BH-](OC(=O)C)OC(=O)C)(=O)C.[Na+].C(=O)(O)[O-].[Na+]. (4) The reactants are: C([N:8]1[C:16]2[C:15](=[O:17])[N:14]([CH2:18][CH2:19][CH2:20][CH2:21][Br:22])[C:13](=[O:23])[N:12]([CH3:24])[C:11]=2[N:10]=[CH:9]1)C1C=CC=CC=1.[H][H]. Given the product [Br:22][CH2:21][CH2:20][CH2:19][CH2:18][N:14]1[C:15](=[O:17])[C:16]2[NH:8][CH:9]=[N:10][C:11]=2[N:12]([CH3:24])[C:13]1=[O:23], predict the reactants needed to synthesize it. (5) Given the product [CH3:16][CH:11]1[NH:10][C:5]2[N:6]=[CH:7][CH:8]=[CH:9][C:4]=2[NH:1][C:12]1=[O:13], predict the reactants needed to synthesize it. The reactants are: [N+:1]([C:4]1[C:5]([NH:10][CH:11]([CH3:16])[C:12](OC)=[O:13])=[N:6][CH:7]=[CH:8][CH:9]=1)([O-])=O.Cl. (6) Given the product [Cl:10][C:5]1[CH:4]=[CH:3][C:2]([NH:21][CH2:20][CH2:19][C:16]2[CH:15]=[CH:14][C:13]([C:12]([F:23])([F:11])[F:22])=[CH:18][N:17]=2)=[CH:7][C:6]=1[O:8][CH3:9], predict the reactants needed to synthesize it. The reactants are: Br[C:2]1[CH:3]=[CH:4][C:5]([Cl:10])=[C:6]([O:8][CH3:9])[CH:7]=1.[F:11][C:12]([F:23])([F:22])[C:13]1[CH:14]=[CH:15][C:16]([CH2:19][CH2:20][NH2:21])=[N:17][CH:18]=1. (7) Given the product [CH2:1]([C:3]1[CH:4]=[C:5]([C:11]2[CH:12]=[C:13]3[C:17](=[CH:18][CH:19]=2)[C:16](=[O:20])[CH:15]([CH:21]=[O:22])[CH2:14]3)[CH:6]=[CH:7][C:8]=1[OH:9])[CH3:2], predict the reactants needed to synthesize it. The reactants are: [CH2:1]([C:3]1[CH:4]=[C:5]([C:11]2[CH:12]=[C:13]3[C:17](=[CH:18][CH:19]=2)[C:16](=[O:20])[CH:15]([CH:21]=[O:22])[CH2:14]3)[CH:6]=[CH:7][C:8]=1[O:9]C)[CH3:2].B(Br)(Br)Br.